This data is from Forward reaction prediction with 1.9M reactions from USPTO patents (1976-2016). The task is: Predict the product of the given reaction. (1) Given the reactants [F:1][C:2]1[CH:7]=[CH:6][C:5]([SH:8])=[CH:4][CH:3]=1.[H-].[Na+].[CH2:11]1[C:19]2[C:14](=[CH:15][C:16]([N:20]=[C:21]([O:33][C:34]3[CH:39]=[CH:38][CH:37]=[CH:36][CH:35]=3)[CH:22]=[CH:23]S(C3C=CC=CC=3)(=O)=O)=[CH:17][CH:18]=2)[CH2:13][CH2:12]1.COC(C)(C)C, predict the reaction product. The product is: [F:1][C:2]1[CH:7]=[CH:6][C:5]([S:8][CH:23]=[CH:22][C:21](=[N:20][C:16]2[CH:15]=[C:14]3[C:19](=[CH:18][CH:17]=2)[CH2:11][CH2:12][CH2:13]3)[O:33][C:34]2[CH:35]=[CH:36][CH:37]=[CH:38][CH:39]=2)=[CH:4][CH:3]=1. (2) Given the reactants CC(C)(OC([NH:7][CH2:8][CH2:9][C@H:10]([OH:15])[C:11]([O:13][CH3:14])=[O:12])=O)C.[Cl:17][C:18]1[CH:25]=[CH:24][C:21]([C:22]#[N:23])=[C:20]([OH:26])[CH:19]=1.C1(P(C2C=CC=CC=2)C2C=CC=CC=2)C=CC=CC=1.N(C(OCC)=O)=NC(OCC)=O, predict the reaction product. The product is: [C:10]([OH:15])(=[O:26])[C:11]([OH:13])=[O:12].[NH2:7][CH2:8][CH2:9][C@@H:10]([O:15][C:24]1[CH:25]=[C:18]([Cl:17])[CH:19]=[CH:20][C:21]=1[C:22]#[N:23])[CH2:11][O:13][CH3:14]. (3) Given the reactants [CH2:1]([O:3][C:4](=[O:17])[C:5]([O:8][C:9]1[CH:14]=[CH:13][C:12]([OH:15])=[CH:11][C:10]=1[CH3:16])([CH3:7])[CH3:6])[CH3:2].Cl[CH2:19][C:20]1[C:21]([CH2:36][O:37][CH3:38])=[N:22][C:23]([C:26]2[CH:31]=[CH:30][C:29]([C:32]([F:35])([F:34])[F:33])=[CH:28][CH:27]=2)=[N:24][CH:25]=1.COCC(=O)CC(OC)=O.Cl.FC(F)(F)C1N=CC(C2C(C(N)=N)=CC=CC=2)=CC=1, predict the reaction product. The product is: [CH2:1]([O:3][C:4](=[O:17])[C:5]([O:8][C:9]1[CH:14]=[CH:13][C:12]([O:15][CH2:19][C:20]2[C:21]([CH2:36][O:37][CH3:38])=[N:22][C:23]([C:26]3[CH:27]=[CH:28][C:29]([C:32]([F:35])([F:34])[F:33])=[CH:30][CH:31]=3)=[N:24][CH:25]=2)=[CH:11][C:10]=1[CH3:16])([CH3:6])[CH3:7])[CH3:2].